From a dataset of Catalyst prediction with 721,799 reactions and 888 catalyst types from USPTO. Predict which catalyst facilitates the given reaction. (1) Reactant: [OH:1][C:2]1[C:3](=[O:13])[C:4]2[C:9]([C:10](=[O:12])[CH:11]=1)=[CH:8][CH:7]=[CH:6][CH:5]=2.[I-].[Na+].C(N(CC)CC)C.C(Br)[CH:24]=[CH:25][C:26]1[CH:31]=CC=C[CH:27]=1. Product: [CH3:27][C:26]([CH3:31])=[CH:25][CH2:24][C:11]1[C:10](=[O:12])[C:9]2[CH:8]=[CH:7][CH:6]=[CH:5][C:4]=2[C:3](=[O:13])[C:2]=1[OH:1]. The catalyst class is: 16. (2) Reactant: C([O:3][C:4](=[O:36])[CH2:5][O:6][C:7]1[CH:12]=[CH:11][C:10]([S:13][C:14]2[CH:19]=[C:18]([O:20][CH2:21][CH2:22][CH2:23][N:24]3[CH2:29][CH2:28][O:27][CH2:26][CH2:25]3)[CH:17]=[C:16]([C:30]#[C:31][CH2:32][O:33][CH3:34])[CH:15]=2)=[CH:9][C:8]=1[Cl:35])C.[OH-].[Na+].Cl. Product: [Cl:35][C:8]1[CH:9]=[C:10]([S:13][C:14]2[CH:19]=[C:18]([O:20][CH2:21][CH2:22][CH2:23][N:24]3[CH2:25][CH2:26][O:27][CH2:28][CH2:29]3)[CH:17]=[C:16]([C:30]#[C:31][CH2:32][O:33][CH3:34])[CH:15]=2)[CH:11]=[CH:12][C:7]=1[O:6][CH2:5][C:4]([OH:36])=[O:3]. The catalyst class is: 8. (3) Reactant: [CH3:1][O:2][C:3]1[CH:4]=[C:5]([CH2:20][C:21]([O:23]C2C(F)=C(F)C(F)=C(F)C=2F)=O)[CH:6]=[CH:7][C:8]=1[NH:9][C:10]([NH:12][C:13]1[CH:18]=[CH:17][CH:16]=[CH:15][C:14]=1[CH3:19])=[O:11].[CH3:35][O:36][C:37]1[CH:38]=[C:39]([CH:45]=[CH:46][C:47]=1[O:48][CH2:49][C@H:50]([NH2:52])[CH3:51])[C:40]([O:42][CH2:43][CH3:44])=[O:41].CCN(CC)CC. Product: [CH3:35][O:36][C:37]1[CH:38]=[C:39]([CH:45]=[CH:46][C:47]=1[O:48][CH2:49][C@H:50]([NH:52][C:21](=[O:23])[CH2:20][C:5]1[CH:6]=[CH:7][C:8]([NH:9][C:10]([NH:12][C:13]2[CH:18]=[CH:17][CH:16]=[CH:15][C:14]=2[CH3:19])=[O:11])=[C:3]([O:2][CH3:1])[CH:4]=1)[CH3:51])[C:40]([O:42][CH2:43][CH3:44])=[O:41]. The catalyst class is: 31. (4) Reactant: [Cl:1][C:2]1[N:7]=[C:6]([C@@H:8]([NH:18]C(=O)C(F)(F)F)[CH2:9][C:10]2[CH:15]=[C:14]([F:16])[CH:13]=[C:12]([F:17])[CH:11]=2)[C:5]([C:25]2[CH:26]=[CH:27][C:28]([Cl:40])=[C:29]3[C:33]=2[N:32]([CH3:34])[N:31]=[C:30]3[NH:35][S:36]([CH3:39])(=[O:38])=[O:37])=[CH:4][CH:3]=1.[Li+].[OH-].Cl. Product: [NH2:18][C@H:8]([C:6]1[C:5]([C:25]2[CH:26]=[CH:27][C:28]([Cl:40])=[C:29]3[C:33]=2[N:32]([CH3:34])[N:31]=[C:30]3[NH:35][S:36]([CH3:39])(=[O:37])=[O:38])=[CH:4][CH:3]=[C:2]([Cl:1])[N:7]=1)[CH2:9][C:10]1[CH:15]=[C:14]([F:16])[CH:13]=[C:12]([F:17])[CH:11]=1. The catalyst class is: 14. (5) Reactant: [CH2:1]([NH:8][CH2:9][C:10]1[CH:15]=[CH:14][CH:13]=[CH:12][CH:11]=1)[C:2]1[CH:7]=[CH:6][CH:5]=[CH:4][CH:3]=1.[CH2:16]([C@H:18]1[O:20][CH2:19]1)[Cl:17]. Product: [Cl:17][CH2:16][C@@H:18]([OH:20])[CH2:19][N:8]([CH2:1][C:2]1[CH:7]=[CH:6][CH:5]=[CH:4][CH:3]=1)[CH2:9][C:10]1[CH:15]=[CH:14][CH:13]=[CH:12][CH:11]=1. The catalyst class is: 2. (6) Reactant: Br[C:2]1[N:7]=[CH:6][C:5]2[CH:8]=[C:9]([C:14]3[CH:15]=[N:16][N:17](COCC[Si](C)(C)C)[CH:18]=3)[N:10]([CH:11]([CH3:13])[CH3:12])[C:4]=2[CH:3]=1.[CH3:27][O:28][CH:29]1[CH2:34][CH2:33][N:32]([C:35]2[N:40]=[C:39]([NH2:41])[CH:38]=[CH:37][N:36]=2)[CH2:31][CH2:30]1.CC1(C)C2C(=C(P(C3C=CC=CC=3)C3C=CC=CC=3)C=CC=2)OC2C(P(C3C=CC=CC=3)C3C=CC=CC=3)=CC=CC1=2.C(=O)([O-])[O-].[Cs+].[Cs+]. The catalyst class is: 102. Product: [CH:11]([N:10]1[C:4]2[CH:3]=[C:2]([NH:41][C:39]3[CH:38]=[CH:37][N:36]=[C:35]([N:32]4[CH2:31][CH2:30][CH:29]([O:28][CH3:27])[CH2:34][CH2:33]4)[N:40]=3)[N:7]=[CH:6][C:5]=2[CH:8]=[C:9]1[C:14]1[CH:18]=[N:17][NH:16][CH:15]=1)([CH3:13])[CH3:12]. (7) Reactant: N1N=CN([C:6]2[CH:7]=[C:8](C=CC=2)[O:9][CH2:10][C:11](O)=[O:12])C=1.C1C=CC2N(O)[N:24]=[N:23]C=2C=1.CCN=C=N[CH2:32][CH2:33][CH2:34][N:35]([CH3:37])[CH3:36].C(N(CC)CC)C.[NH2:45][C:46]1[CH:47]=[CH:48][C:49]([Cl:56])=[C:50]([C:52]([F:55])([F:54])[F:53])[CH:51]=1. Product: [Cl:56][C:49]1[CH:48]=[CH:47][C:46]([NH:45][C:11](=[O:12])[CH2:10][O:9][C:8]2[CH:32]=[CH:33][C:34]([N:35]3[CH2:36][NH:24][N:23]=[CH:37]3)=[CH:6][CH:7]=2)=[CH:51][C:50]=1[C:52]([F:53])([F:54])[F:55]. The catalyst class is: 3.